This data is from NCI-60 drug combinations with 297,098 pairs across 59 cell lines. The task is: Regression. Given two drug SMILES strings and cell line genomic features, predict the synergy score measuring deviation from expected non-interaction effect. (1) Drug 1: CCC1=C2CN3C(=CC4=C(C3=O)COC(=O)C4(CC)O)C2=NC5=C1C=C(C=C5)O. Drug 2: CN(CC1=CN=C2C(=N1)C(=NC(=N2)N)N)C3=CC=C(C=C3)C(=O)NC(CCC(=O)O)C(=O)O. Cell line: EKVX. Synergy scores: CSS=4.71, Synergy_ZIP=-2.85, Synergy_Bliss=-0.746, Synergy_Loewe=-2.61, Synergy_HSA=-1.64. (2) Drug 1: CC1=C2C(C(=O)C3(C(CC4C(C3C(C(C2(C)C)(CC1OC(=O)C(C(C5=CC=CC=C5)NC(=O)OC(C)(C)C)O)O)OC(=O)C6=CC=CC=C6)(CO4)OC(=O)C)OC)C)OC. Drug 2: CC1=C(N=C(N=C1N)C(CC(=O)N)NCC(C(=O)N)N)C(=O)NC(C(C2=CN=CN2)OC3C(C(C(C(O3)CO)O)O)OC4C(C(C(C(O4)CO)O)OC(=O)N)O)C(=O)NC(C)C(C(C)C(=O)NC(C(C)O)C(=O)NCCC5=NC(=CS5)C6=NC(=CS6)C(=O)NCCC[S+](C)C)O. Cell line: TK-10. Synergy scores: CSS=17.3, Synergy_ZIP=-7.54, Synergy_Bliss=-16.5, Synergy_Loewe=-28.9, Synergy_HSA=-14.9. (3) Drug 1: CNC(=O)C1=CC=CC=C1SC2=CC3=C(C=C2)C(=NN3)C=CC4=CC=CC=N4. Drug 2: COC1=C(C=C2C(=C1)N=CN=C2NC3=CC(=C(C=C3)F)Cl)OCCCN4CCOCC4. Cell line: HS 578T. Synergy scores: CSS=16.8, Synergy_ZIP=5.60, Synergy_Bliss=8.55, Synergy_Loewe=6.35, Synergy_HSA=6.92. (4) Drug 1: C#CCC(CC1=CN=C2C(=N1)C(=NC(=N2)N)N)C3=CC=C(C=C3)C(=O)NC(CCC(=O)O)C(=O)O. Drug 2: CC1C(C(CC(O1)OC2CC(CC3=C2C(=C4C(=C3O)C(=O)C5=CC=CC=C5C4=O)O)(C(=O)C)O)N)O. Cell line: KM12. Synergy scores: CSS=43.7, Synergy_ZIP=-3.31, Synergy_Bliss=-3.99, Synergy_Loewe=0.610, Synergy_HSA=1.78. (5) Drug 1: CCC1(CC2CC(C3=C(CCN(C2)C1)C4=CC=CC=C4N3)(C5=C(C=C6C(=C5)C78CCN9C7C(C=CC9)(C(C(C8N6C)(C(=O)OC)O)OC(=O)C)CC)OC)C(=O)OC)O.OS(=O)(=O)O. Drug 2: CC12CCC3C(C1CCC2OP(=O)(O)O)CCC4=C3C=CC(=C4)OC(=O)N(CCCl)CCCl.[Na+]. Cell line: MOLT-4. Synergy scores: CSS=4.13, Synergy_ZIP=-1.50, Synergy_Bliss=-2.45, Synergy_Loewe=-7.86, Synergy_HSA=-7.87. (6) Drug 1: C1=CC=C(C(=C1)C(C2=CC=C(C=C2)Cl)C(Cl)Cl)Cl. Drug 2: CC1C(C(CC(O1)OC2CC(CC3=C2C(=C4C(=C3O)C(=O)C5=C(C4=O)C(=CC=C5)OC)O)(C(=O)CO)O)N)O.Cl. Cell line: BT-549. Synergy scores: CSS=45.4, Synergy_ZIP=-4.91, Synergy_Bliss=-5.74, Synergy_Loewe=-21.8, Synergy_HSA=-2.23. (7) Drug 2: COCCOC1=C(C=C2C(=C1)C(=NC=N2)NC3=CC=CC(=C3)C#C)OCCOC.Cl. Cell line: HT29. Drug 1: C1=NC2=C(N=C(N=C2N1C3C(C(C(O3)CO)O)O)F)N. Synergy scores: CSS=-6.27, Synergy_ZIP=1.60, Synergy_Bliss=-3.62, Synergy_Loewe=-6.92, Synergy_HSA=-7.41.